This data is from Full USPTO retrosynthesis dataset with 1.9M reactions from patents (1976-2016). The task is: Predict the reactants needed to synthesize the given product. (1) Given the product [C:17]([C:13]1[C:12]([Cl:21])=[C:11]([C:9]2[NH:1][C:2]3[C:3]([O:29][CH3:30])=[N:4][C:5]([C:22]4[CH:27]=[CH:26][CH:25]=[CH:24][C:23]=4[Cl:28])=[CH:6][C:7]=3[N:8]=2)[N:15]([CH3:16])[N:14]=1)([CH3:20])([CH3:19])[CH3:18], predict the reactants needed to synthesize it. The reactants are: [NH2:1][C:2]1[C:3]([O:29][CH3:30])=[N:4][C:5]([C:22]2[CH:27]=[CH:26][CH:25]=[CH:24][C:23]=2[Cl:28])=[CH:6][C:7]=1[NH:8][C:9]([C:11]1[N:15]([CH3:16])[N:14]=[C:13]([C:17]([CH3:20])([CH3:19])[CH3:18])[C:12]=1[Cl:21])=O. (2) Given the product [CH2:9]([C:13]1[N:18]2[N:19]=[CH:20][N:21]=[C:17]2[NH:16][C:15](=[O:25])[C:14]=1[CH2:26][C:27]1[C:32]([F:33])=[CH:31][C:30]([C:34]2[CH:39]=[CH:38][CH:37]=[CH:36][C:35]=2[C:40]2[NH:3][C:4](=[O:7])[O:5][N:41]=2)=[CH:29][C:28]=1[F:42])[CH2:10][CH2:11][CH3:12], predict the reactants needed to synthesize it. The reactants are: [Cl-].O[NH3+:3].[C:4](=[O:7])([O-])[OH:5].[Na+].[CH2:9]([C:13]1[N:18]2[N:19]=[CH:20][N:21]=[C:17]2[N:16](COC)[C:15](=[O:25])[C:14]=1[CH2:26][C:27]1[C:32]([F:33])=[CH:31][C:30]([C:34]2[C:35]([C:40]#[N:41])=[CH:36][CH:37]=[CH:38][CH:39]=2)=[CH:29][C:28]=1[F:42])[CH2:10][CH2:11][CH3:12].B(Br)(Br)Br. (3) Given the product [Cl:32][C:29]1[CH:30]=[CH:31][C:26]([NH:1][CH2:2][C@@H:3]2[C@H:8]([CH3:9])[CH2:7][CH2:6][CH2:5][N:4]2[C:10]([C:12]2[C:17]([C:18]3[N:23]=[CH:22][CH:21]=[CH:20][N:19]=3)=[CH:16][CH:15]=[C:14]([CH3:24])[N:13]=2)=[O:11])=[N:27][CH:28]=1, predict the reactants needed to synthesize it. The reactants are: [NH2:1][CH2:2][C@@H:3]1[C@H:8]([CH3:9])[CH2:7][CH2:6][CH2:5][N:4]1[C:10]([C:12]1[C:17]([C:18]2[N:23]=[CH:22][CH:21]=[CH:20][N:19]=2)=[CH:16][CH:15]=[C:14]([CH3:24])[N:13]=1)=[O:11].Br[C:26]1[CH:31]=[CH:30][C:29]([Cl:32])=[CH:28][N:27]=1. (4) Given the product [C:1]([O:5][C:6](=[O:22])[NH:7][CH2:8][CH2:9][CH2:10][O:11][CH2:12][CH2:13][O:14][CH2:15][CH2:16][O:17][CH2:18][CH2:19][CH2:20][NH:21][C:38]([C:37]1[CH:41]=[CH:42][C:34]([C:33]#[C:32][C:30]#[N:31])=[CH:35][CH:36]=1)=[O:39])([CH3:3])([CH3:2])[CH3:4], predict the reactants needed to synthesize it. The reactants are: [C:1]([O:5][C:6](=[O:22])[NH:7][CH2:8][CH2:9][CH2:10][O:11][CH2:12][CH2:13][O:14][CH2:15][CH2:16][O:17][CH2:18][CH2:19][CH2:20][NH2:21])([CH3:4])([CH3:3])[CH3:2].CCN(CC)CC.[C:30]([C:32]#[C:33][C:34]1[CH:42]=[CH:41][C:37]([C:38](Cl)=[O:39])=[CH:36][CH:35]=1)#[N:31]. (5) Given the product [CH3:19][C:14]1[CH:13]=[C:12]([C:8]2[CH:7]=[CH:6][C:5]3[C:10](=[CH:11][C:2]([C:26]4[CH:27]=[CH:28][C:23]([CH:20]([CH3:22])[CH3:21])=[CH:24][CH:25]=4)=[CH:3][CH:4]=3)[N:9]=2)[CH:17]=[C:16]([CH3:18])[CH:15]=1, predict the reactants needed to synthesize it. The reactants are: Cl[C:2]1[CH:11]=[C:10]2[C:5]([CH:6]=[CH:7][C:8]([C:12]3[CH:17]=[C:16]([CH3:18])[CH:15]=[C:14]([CH3:19])[CH:13]=3)=[N:9]2)=[CH:4][CH:3]=1.[CH:20]([C:23]1[CH:28]=[CH:27][C:26](B(O)O)=[CH:25][CH:24]=1)([CH3:22])[CH3:21].C1(P(C2CCCCC2)C2C=CC=CC=2C2C(OC)=CC=CC=2OC)CCCCC1.[O-]P([O-])([O-])=O.[K+].[K+].[K+]. (6) Given the product [Cl:1][C:2]1[S:6][C:5]([C:7]([NH:32][CH2:33][C@@H:34]2[O:38][C:37](=[O:39])[N:36]([C:40]3[CH:45]=[CH:44][C:43]([N:46]4[CH2:51][CH2:50][O:49][CH2:48][C:47]4=[O:52])=[CH:42][CH:41]=3)[CH2:35]2)=[O:9])=[CH:4][CH:3]=1, predict the reactants needed to synthesize it. The reactants are: [Cl:1][C:2]1[S:6][C:5]([C:7]([OH:9])=O)=[CH:4][CH:3]=1.C(N1C=CN=C1)(N1C=CN=C1)=O.ON1C2C=CC=CC=2N=N1.[NH2:32][CH2:33][C@@H:34]1[O:38][C:37](=[O:39])[N:36]([C:40]2[CH:45]=[CH:44][C:43]([N:46]3[CH2:51][CH2:50][O:49][CH2:48][C:47]3=[O:52])=[CH:42][CH:41]=2)[CH2:35]1.